Dataset: Catalyst prediction with 721,799 reactions and 888 catalyst types from USPTO. Task: Predict which catalyst facilitates the given reaction. Reactant: [CH:1]1([NH:7][C:8]2[N:16]=[C:15]([NH:17][C:18]3[CH:23]=[CH:22][C:21]([N:24]4[CH2:29][CH2:28][NH:27][CH2:26][CH2:25]4)=[CH:20][C:19]=3[O:30][CH3:31])[N:14]=[C:13]3[C:9]=2[N:10]=[CH:11][NH:12]3)[CH2:6][CH2:5][CH2:4][CH2:3][CH2:2]1.C(N(C(C)C)CC)(C)C.[CH:41]([S:44](Cl)(=[O:46])=[O:45])([CH3:43])[CH3:42]. Product: [CH:1]1([NH:7][C:8]2[N:16]=[C:15]([NH:17][C:18]3[CH:23]=[CH:22][C:21]([N:24]4[CH2:25][CH2:26][N:27]([S:44]([CH:41]([CH3:43])[CH3:42])(=[O:46])=[O:45])[CH2:28][CH2:29]4)=[CH:20][C:19]=3[O:30][CH3:31])[N:14]=[C:13]3[C:9]=2[N:10]=[CH:11][NH:12]3)[CH2:2][CH2:3][CH2:4][CH2:5][CH2:6]1. The catalyst class is: 3.